This data is from NCI-60 drug combinations with 297,098 pairs across 59 cell lines. The task is: Regression. Given two drug SMILES strings and cell line genomic features, predict the synergy score measuring deviation from expected non-interaction effect. (1) Drug 1: C1=NC2=C(N1)C(=S)N=CN2. Drug 2: CC12CCC3C(C1CCC2OP(=O)(O)O)CCC4=C3C=CC(=C4)OC(=O)N(CCCl)CCCl.[Na+]. Cell line: HCT-15. Synergy scores: CSS=17.0, Synergy_ZIP=-9.22, Synergy_Bliss=-1.25, Synergy_Loewe=-19.8, Synergy_HSA=-6.92. (2) Drug 1: CC1C(C(=O)NC(C(=O)N2CCCC2C(=O)N(CC(=O)N(C(C(=O)O1)C(C)C)C)C)C(C)C)NC(=O)C3=C4C(=C(C=C3)C)OC5=C(C(=O)C(=C(C5=N4)C(=O)NC6C(OC(=O)C(N(C(=O)CN(C(=O)C7CCCN7C(=O)C(NC6=O)C(C)C)C)C)C(C)C)C)N)C. Drug 2: C1C(C(OC1N2C=NC3=C(N=C(N=C32)Cl)N)CO)O. Cell line: HT29. Synergy scores: CSS=14.9, Synergy_ZIP=1.88, Synergy_Bliss=9.14, Synergy_Loewe=5.82, Synergy_HSA=6.18. (3) Drug 1: COC1=C(C=C2C(=C1)N=CN=C2NC3=CC(=C(C=C3)F)Cl)OCCCN4CCOCC4. Drug 2: CC(C)CN1C=NC2=C1C3=CC=CC=C3N=C2N. Cell line: A549. Synergy scores: CSS=28.0, Synergy_ZIP=2.62, Synergy_Bliss=3.67, Synergy_Loewe=0.232, Synergy_HSA=2.76. (4) Drug 1: C1CCC(C1)C(CC#N)N2C=C(C=N2)C3=C4C=CNC4=NC=N3. Drug 2: CC1C(C(CC(O1)OC2CC(CC3=C2C(=C4C(=C3O)C(=O)C5=CC=CC=C5C4=O)O)(C(=O)C)O)N)O. Cell line: CCRF-CEM. Synergy scores: CSS=38.8, Synergy_ZIP=2.05, Synergy_Bliss=1.74, Synergy_Loewe=-22.9, Synergy_HSA=0.739.